Dataset: Catalyst prediction with 721,799 reactions and 888 catalyst types from USPTO. Task: Predict which catalyst facilitates the given reaction. (1) Reactant: C([O:3][C:4]([C:6]1([S:20]([C:23]2[CH:28]=[CH:27][C:26]([O:29][CH3:30])=[CH:25][CH:24]=2)(=[O:22])=[O:21])[CH2:11][CH2:10][N:9]([CH2:12][C:13]2[CH:18]=[CH:17][C:16]([Br:19])=[CH:15][CH:14]=2)[CH2:8][CH2:7]1)=[O:5])C. Product: [Br:19][C:16]1[CH:15]=[CH:14][C:13]([CH2:12][N:9]2[CH2:10][CH2:11][C:6]([S:20]([C:23]3[CH:24]=[CH:25][C:26]([O:29][CH3:30])=[CH:27][CH:28]=3)(=[O:22])=[O:21])([C:4]([OH:5])=[O:3])[CH2:7][CH2:8]2)=[CH:18][CH:17]=1. The catalyst class is: 74. (2) Reactant: Br[C:2]1[N:7]=[C:6]2[N:8]([CH2:11][C:12]3[CH:13]=[C:14]4[C:19](=[CH:20][CH:21]=3)[N:18]=[CH:17][CH:16]=[CH:15]4)[N:9]=[N:10][C:5]2=[N:4][CH:3]=1.C([Sn](CCCC)(CCCC)[C:27]([O:29][CH2:30][CH3:31])=[CH2:28])CCC. Product: [CH2:30]([O:29][C:27]([C:2]1[N:7]=[C:6]2[N:8]([CH2:11][C:12]3[CH:13]=[C:14]4[C:19](=[CH:20][CH:21]=3)[N:18]=[CH:17][CH:16]=[CH:15]4)[N:9]=[N:10][C:5]2=[N:4][CH:3]=1)=[CH2:28])[CH3:31]. The catalyst class is: 128. (3) Reactant: Br[C:2]1[N:7]=[CH:6][C:5]([N:8]2[CH2:13][CH2:12][N:11]([C:14]([O:16][C:17]([CH3:20])([CH3:19])[CH3:18])=[O:15])[CH2:10][CH2:9]2)=[CH:4][CH:3]=1.[C:21]1(B(O)O)[CH:26]=[CH:25][CH:24]=[CH:23][CH:22]=1.C(=O)([O-])[O-].[K+].[K+].C(O)(C)C.[OH-].[Na+]. Product: [NH3:7].[C:21]1([C:2]2[N:7]=[CH:6][C:5]([N:8]3[CH2:13][CH2:12][N:11]([C:14]([O:16][C:17]([CH3:20])([CH3:19])[CH3:18])=[O:15])[CH2:10][CH2:9]3)=[CH:4][CH:3]=2)[CH:26]=[CH:25][CH:24]=[CH:23][CH:22]=1. The catalyst class is: 149. (4) The catalyst class is: 4. Product: [C:31]([NH:30][C@H:29]([C:28]([O:27][CH:7]([CH2:8][O:9][C:10](=[O:26])[C@H:11]([CH:23]([CH3:25])[CH3:24])[NH:12][C:13]([O:15][CH2:16][C:17]1[CH:22]=[CH:21][CH:20]=[CH:19][CH:18]=1)=[O:14])[C:6]([OH:45])=[O:5])=[O:44])[CH:41]([CH3:42])[CH3:43])([O:33][CH2:34][C:35]1[CH:36]=[CH:37][CH:38]=[CH:39][CH:40]=1)=[O:32]. Reactant: C([O:5][C:6](=[O:45])[CH:7]([O:27][C:28](=[O:44])[C@H:29]([CH:41]([CH3:43])[CH3:42])[NH:30][C:31]([O:33][CH2:34][C:35]1[CH:40]=[CH:39][CH:38]=[CH:37][CH:36]=1)=[O:32])[CH2:8][O:9][C:10](=[O:26])[C@H:11]([CH:23]([CH3:25])[CH3:24])[NH:12][C:13]([O:15][CH2:16][C:17]1[CH:22]=[CH:21][CH:20]=[CH:19][CH:18]=1)=[O:14])(C)(C)C. (5) Product: [CH:1]1([NH:4][C:5](=[O:6])[C:7]2[CH:8]=[CH:9][C:10]([F:16])=[C:11]([C:18]3[N:19]=[N:20][C:21]([CH3:24])=[CH:22][CH:23]=3)[CH:12]=2)[CH2:3][CH2:2]1. Reactant: [CH:1]1([NH:4][C:5]([C:7]2[CH:8]=[CH:9][C:10]([F:16])=[C:11](B(O)O)[CH:12]=2)=[O:6])[CH2:3][CH2:2]1.Cl[C:18]1[N:19]=[N:20][C:21]([CH3:24])=[CH:22][CH:23]=1.C([O-])([O-])=O.[Na+].[Na+]. The catalyst class is: 77. (6) Product: [NH2:9][C:8]1[C:7]2[CH:6]=[C:5]3[C:10]4([C:18]5[C:13](=[CH:14][CH:15]=[CH:16][CH:17]=5)[N:12]([CH2:19][C:20]5[CH:25]=[CH:24][CH:23]=[CH:22][N:21]=5)[C:11]4=[O:26])[CH2:27][O:28][C:4]3=[CH:3][C:2]=2[O:33][N:32]=1. The catalyst class is: 9. Reactant: F[C:2]1[C:7]([C:8]#[N:9])=[CH:6][C:5]2[C:10]3([CH2:27][O:28][C:4]=2[CH:3]=1)[C:18]1[C:13](=[CH:14][CH:15]=[CH:16][CH:17]=1)[N:12]([CH2:19][C:20]1[CH:25]=[CH:24][CH:23]=[CH:22][N:21]=1)[C:11]3=[O:26].C([NH:32][OH:33])(=O)C.C(=O)([O-])[O-].[Cs+].[Cs+].O. (7) Reactant: [NH2:1][CH:2]1[CH2:7][CH2:6][N:5]([CH2:8][CH:9]2[C:19]3=[C:20]4[C:15](=[CH:16][CH:17]=[C:18]3[F:21])[CH:14]=[CH:13][C:12](=[O:22])[N:11]4[CH2:10]2)[CH2:4][CH2:3]1.[N:23]1[C:28]2[O:29][CH2:30][CH2:31][O:32][C:27]=2[CH:26]=[C:25]([CH:33]=O)[N:24]=1.C(O[BH-](OC(=O)C)OC(=O)C)(=O)C.[Na+].C(=O)(O)[O-].[Na+]. Product: [N:23]1[C:28]2[O:29][CH2:30][CH2:31][O:32][C:27]=2[CH:26]=[C:25]([CH2:33][NH:1][CH:2]2[CH2:7][CH2:6][N:5]([CH2:8][CH:9]3[C:19]4=[C:20]5[C:15](=[CH:16][CH:17]=[C:18]4[F:21])[CH:14]=[CH:13][C:12](=[O:22])[N:11]5[CH2:10]3)[CH2:4][CH2:3]2)[N:24]=1. The catalyst class is: 98.